From a dataset of Full USPTO retrosynthesis dataset with 1.9M reactions from patents (1976-2016). Predict the reactants needed to synthesize the given product. (1) The reactants are: C([O:4][CH2:5][C:6]([CH3:51])([CH3:50])[CH2:7][N:8]1[C:14]2[CH:15]=[CH:16][C:17]([Cl:19])=[CH:18][C:13]=2[C@@H:12]([C:20]2[CH:25]=[CH:24][CH:23]=[C:22]([O:26][CH3:27])[C:21]=2[O:28][CH3:29])[O:11][C@H:10]([CH2:30][C:31]([NH:33][C:34]2[CH:35]=[C:36]([CH2:42][CH2:43][CH2:44][C:45]([O:47]C)=[O:46])[CH:37]=[CH:38][C:39]=2[O:40][CH3:41])=[O:32])[C:9]1=[O:49])(=O)C.[OH-].[Na+].C(O)C. Given the product [Cl:19][C:17]1[CH:16]=[CH:15][C:14]2[N:8]([CH2:7][C:6]([CH3:50])([CH3:51])[CH2:5][OH:4])[C:9](=[O:49])[C@@H:10]([CH2:30][C:31]([NH:33][C:34]3[CH:35]=[C:36]([CH2:42][CH2:43][CH2:44][C:45]([OH:47])=[O:46])[CH:37]=[CH:38][C:39]=3[O:40][CH3:41])=[O:32])[O:11][C@H:12]([C:20]3[CH:25]=[CH:24][CH:23]=[C:22]([O:26][CH3:27])[C:21]=3[O:28][CH3:29])[C:13]=2[CH:18]=1, predict the reactants needed to synthesize it. (2) The reactants are: Cl.[CH3:2][O:3][C:4]1[C:5]([Cl:20])=[CH:6][C:7]2[NH:11][C:10](=[O:12])[N:9]([CH:13]3[CH2:18][CH2:17][NH:16][CH2:15][CH2:14]3)[C:8]=2[CH:19]=1.[O:21]1[CH2:26][CH2:25][C:24](=O)[CH2:23][CH2:22]1.[BH3-]C#N.[Na+]. Given the product [Cl:20][C:5]1[C:4]([O:3][CH3:2])=[CH:19][C:8]2[N:9]([CH:13]3[CH2:14][CH2:15][N:16]([CH:24]4[CH2:25][CH2:26][O:21][CH2:22][CH2:23]4)[CH2:17][CH2:18]3)[C:10](=[O:12])[NH:11][C:7]=2[CH:6]=1, predict the reactants needed to synthesize it. (3) Given the product [OH:6][C:5]1[C:2]([CH3:1])([C:8]2[CH:13]=[CH:12][CH:11]=[CH:10][CH:9]=2)[C:3](=[O:7])[C:4]=1[CH:23]([C:21]1[S:20][C:19]2[CH:31]=[C:15]([CH3:14])[CH:16]=[CH:17][C:18]=2[CH:22]=1)[C:25]1[CH:30]=[CH:29][CH:28]=[CH:27][CH:26]=1, predict the reactants needed to synthesize it. The reactants are: [CH3:1][C:2]1([C:8]2[CH:13]=[CH:12][CH:11]=[CH:10][CH:9]=2)[C:5](=[O:6])[CH2:4][C:3]1=[O:7].[CH3:14][C:15]1[CH:16]=[CH:17][C:18]2[CH:22]=[C:21]([CH:23]([C:25]3[CH:30]=[CH:29][CH:28]=[CH:27][CH:26]=3)O)[S:20][C:19]=2[CH:31]=1. (4) Given the product [N+:1]([C:4]1[CH:5]=[C:6]([C:11]2[O:12][C:13]3[CH:19]=[CH:18][C:17]([C:20]4[CH:25]=[CH:24][CH:23]=[CH:22][CH:21]=4)=[CH:16][C:14]=3[N:15]=2)[CH:7]=[CH:8][C:9]=1[C:28]1[CH:29]=[CH:30][S:26][CH:27]=1)([O-:3])=[O:2], predict the reactants needed to synthesize it. The reactants are: [N+:1]([C:4]1[CH:5]=[C:6]([C:11]2[O:12][C:13]3[CH:19]=[CH:18][C:17]([C:20]4[CH:25]=[CH:24][CH:23]=[CH:22][CH:21]=4)=[CH:16][C:14]=3[N:15]=2)[CH:7]=[CH:8][C:9]=1Cl)([O-:3])=[O:2].[S:26]1[CH:30]=[CH:29][C:28](B(O)O)=[CH:27]1. (5) Given the product [N+:16]([C:19]1[CH:27]=[CH:26][C:25]2[C:21](=[CH:22][N:23]([CH2:3][CH2:4][N:5]3[CH2:9][CH2:8][CH2:7][CH2:6]3)[N:24]=2)[CH:20]=1)([O-:18])=[O:17], predict the reactants needed to synthesize it. The reactants are: Cl.Cl[CH2:3][CH2:4][N:5]1[CH2:9][CH2:8][CH2:7][CH2:6]1.C([O-])([O-])=O.[K+].[K+].[N+:16]([C:19]1[CH:20]=[C:21]2[C:25](=[CH:26][CH:27]=1)[NH:24][N:23]=[CH:22]2)([O-:18])=[O:17]. (6) The reactants are: Cl.Cl.[CH3:3][C:4]1[N:8]([CH3:9])[C:7]([C:10]2[CH:11]=[C:12]([NH:16][C:17]([NH2:19])=[NH:18])[CH:13]=[CH:14][CH:15]=2)=[CH:6][N:5]=1.CN([CH:23]=[C:24]1[CH2:33][CH2:32][C:31]2[C:26](=[CH:27][CH:28]=[CH:29][CH:30]=2)[C:25]1=O)C. Given the product [N:18]1[C:25]2[C:26]3[CH:27]=[CH:28][CH:29]=[CH:30][C:31]=3[CH2:32][CH2:33][C:24]=2[CH:23]=[N:19][C:17]=1[NH:16][C:12]1[CH:13]=[CH:14][CH:15]=[C:10]([C:7]2[N:8]([CH3:9])[C:4]([CH3:3])=[N:5][CH:6]=2)[CH:11]=1, predict the reactants needed to synthesize it. (7) Given the product [C:19]([O:23][C:24]([N:26]1[CH2:31][CH2:30][CH:29]([NH:32][CH2:3][CH:2]([OH:1])[CH2:4][O:5][C:6]2[C:18]3[C:17]4[C:12](=[CH:13][CH:14]=[CH:15][CH:16]=4)[NH:11][C:10]=3[CH:9]=[CH:8][CH:7]=2)[CH2:28][CH2:27]1)=[O:25])([CH3:22])([CH3:20])[CH3:21], predict the reactants needed to synthesize it. The reactants are: [O:1]1[CH2:3][CH:2]1[CH2:4][O:5][C:6]1[C:18]2[C:17]3[C:12](=[CH:13][CH:14]=[CH:15][CH:16]=3)[NH:11][C:10]=2[CH:9]=[CH:8][CH:7]=1.[C:19]([O:23][C:24]([N:26]1[CH2:31][CH2:30][CH:29]([NH2:32])[CH2:28][CH2:27]1)=[O:25])([CH3:22])([CH3:21])[CH3:20]. (8) Given the product [C:36]([OH:42])([C:38]([F:41])([F:40])[F:39])=[O:37].[OH:26][CH:6]([C:7]1[CH:12]=[CH:11][C:10]([O:13][CH2:14][C:15]2[C:24]3[C:19](=[CH:20][CH:21]=[CH:22][CH:23]=3)[N:18]=[C:17]([CH3:25])[CH:16]=2)=[CH:9][CH:8]=1)[C:5]([CH3:27])([CH3:28])[C:4]([NH:32][OH:30])=[O:29], predict the reactants needed to synthesize it. The reactants are: C(O[C:4](=[O:29])[C:5]([CH3:28])([CH3:27])[CH:6]([OH:26])[C:7]1[CH:12]=[CH:11][C:10]([O:13][CH2:14][C:15]2[C:24]3[C:19](=[CH:20][CH:21]=[CH:22][CH:23]=3)[N:18]=[C:17]([CH3:25])[CH:16]=2)=[CH:9][CH:8]=1)C.[OH-:30].[K+].[NH2:32]O.CO.[C:36]([OH:42])([C:38]([F:41])([F:40])[F:39])=[O:37]. (9) The reactants are: [S:1]1[CH:5]=[CH:4][C:3]([CH:6]([C:10]([OH:12])=[O:11])[C:7]([OH:9])=[O:8])=[CH:2]1.[CH2:13](O)[CH2:14][CH2:15][CH2:16][CH2:17][CH2:18][CH2:19][CH2:20][CH2:21][CH2:22][CH2:23][CH3:24].CS(O)(=O)=O.C(Cl)Cl. Given the product [S:1]1[CH:5]=[CH:4][C:3]([CH:6]([C:7]([O:9][CH2:24][CH2:23][CH2:22][CH2:21][CH2:20][CH2:19][CH2:18][CH2:17][CH2:16][CH2:15][CH2:14][CH3:13])=[O:8])[C:10]([O:12][CH2:13][CH2:14][CH2:15][CH2:16][CH2:17][CH2:18][CH2:19][CH2:20][CH2:21][CH2:22][CH2:23][CH3:24])=[O:11])=[CH:2]1, predict the reactants needed to synthesize it.